This data is from Reaction yield outcomes from USPTO patents with 853,638 reactions. The task is: Predict the reaction yield, written as a fraction of the theoretical maximum amount of product (1.0 means a 100% yield; for example, 0.34 means a 34% yield). (1) The catalyst is O. The product is [CH2:16]([O:20][C:4]1[CH2:9][CH:8]=[C:7]([C:10]2[CH:11]=[CH:12][CH:13]=[CH:14][CH:15]=2)[CH:6]=[CH:5][N:1]=1)[CH2:17][CH2:18][CH3:19]. The yield is 0.440. The reactants are [N+:1]([C:4]1[CH:9]=[CH:8][C:7]([C:10]2[CH:15]=[CH:14][CH:13]=[CH:12][CH:11]=2)=[CH:6][CH:5]=1)([O-])=O.[CH2:16]([OH:20])[CH2:17][CH2:18][CH3:19].C(P(CCCC)CCCC)CCC. (2) The reactants are [F:1][C:2]([F:20])([F:19])[C:3]1[CH:18]=[CH:17][CH:16]=[CH:15][C:4]=1[CH2:5][O:6][C:7]1[CH:12]=[CH:11][CH:10]=[CH:9][C:8]=1[CH2:13]O.[BrH:21].[C:22]1([PH+:28]([C:35]2[CH:40]=[CH:39][CH:38]=[CH:37][CH:36]=2)[C:29]2[CH:34]=[CH:33][CH:32]=[CH:31][CH:30]=2)[CH:27]=[CH:26][CH:25]=[CH:24][CH:23]=1. The catalyst is C(#N)C. The product is [Br-:21].[C:35]1([P+:28]([C:22]2[CH:23]=[CH:24][CH:25]=[CH:26][CH:27]=2)([C:29]2[CH:34]=[CH:33][CH:32]=[CH:31][CH:30]=2)[CH2:13][C:8]2[CH:9]=[CH:10][CH:11]=[CH:12][C:7]=2[O:6][CH2:5][C:4]2[CH:15]=[CH:16][CH:17]=[CH:18][C:3]=2[C:2]([F:20])([F:19])[F:1])[CH:36]=[CH:37][CH:38]=[CH:39][CH:40]=1. The yield is 0.880. (3) The reactants are Cl[C:2]1[N:7]=[CH:6][N:5]=[C:4]2[N:8]([C:11]3[CH:16]=[CH:15][C:14]([S:17]([CH3:20])(=[O:19])=[O:18])=[CH:13][CH:12]=3)[N:9]=[CH:10][C:3]=12.[C:21]([O:25][C:26]([N:28]1[CH2:33][CH2:32][CH:31]([SH:34])[CH2:30][CH2:29]1)=[O:27])([CH3:24])([CH3:23])[CH3:22].C(=O)([O-])[O-].[K+].[K+]. The catalyst is CN(C=O)C. The product is [C:21]([O:25][C:26]([N:28]1[CH2:33][CH2:32][CH:31]([S:34][C:2]2[N:7]=[CH:6][N:5]=[C:4]3[N:8]([C:11]4[CH:16]=[CH:15][C:14]([S:17]([CH3:20])(=[O:19])=[O:18])=[CH:13][CH:12]=4)[N:9]=[CH:10][C:3]=23)[CH2:30][CH2:29]1)=[O:27])([CH3:24])([CH3:22])[CH3:23]. The yield is 0.660. (4) The reactants are [NH2:1][C:2]1[CH:26]=[CH:25][C:5]([O:6][CH2:7][C:8]([O:10][CH2:11][CH2:12][O:13][C:14](=[O:24])[CH2:15][O:16][C:17]2[CH:22]=[CH:21][C:20]([NH2:23])=[CH:19][CH:18]=2)=[O:9])=[CH:4][CH:3]=1.Cl[C:28](Cl)([O:30]C(=O)OC(Cl)(Cl)Cl)Cl.[O:39]1CCOC[CH2:40]1. No catalyst specified. The product is [N:23]([C:20]1[CH:19]=[CH:18][C:17]([O:16][CH2:15][C:14]([O:13][CH2:12][CH2:11][O:10][C:8](=[O:9])[CH2:7][O:6][C:5]2[CH:25]=[CH:26][C:2]([N:1]=[C:40]=[O:39])=[CH:3][CH:4]=2)=[O:24])=[CH:22][CH:21]=1)=[C:28]=[O:30]. The yield is 0.442. (5) The reactants are [CH:1]12[NH:8][CH:5]([CH2:6][CH2:7]1)[CH2:4][N:3]([C:9]([C:11]1[CH:12]=[CH:13][C:14]([NH:17][C:18]3[N:19]=[CH:20][C:21]4[CH:26]=[C:25]([C:27]([N:29]([CH3:31])[CH3:30])=[O:28])[N:24]([CH:32]5[CH2:36][CH2:35][CH2:34][CH2:33]5)[C:22]=4[N:23]=3)=[N:15][CH:16]=1)=[O:10])[CH2:2]2.[CH3:37][C:38]([CH3:40])=O. The catalyst is C(Cl)Cl. The product is [CH:32]1([N:24]2[C:22]3[N:23]=[C:18]([NH:17][C:14]4[CH:13]=[CH:12][C:11]([C:9]([N:3]5[CH2:4][CH:5]6[N:8]([CH:38]([CH3:40])[CH3:37])[CH:1]([CH2:7][CH2:6]6)[CH2:2]5)=[O:10])=[CH:16][N:15]=4)[N:19]=[CH:20][C:21]=3[CH:26]=[C:25]2[C:27]([N:29]([CH3:31])[CH3:30])=[O:28])[CH2:33][CH2:34][CH2:35][CH2:36]1. The yield is 0.880. (6) The reactants are [OH:1][C:2]1[CH:19]=[CH:18][C:5]([C:6]2[C:15](=[O:16])[C:14]3[C:9](=[CH:10][C:11]([OH:17])=[CH:12][CH:13]=3)[O:8][CH:7]=2)=[CH:4][CH:3]=1.[F:20][C:21]1[CH:22]=[C:23]([C:36]([F:39])([F:38])[F:37])[CH:24]=[C:25]([C:27]2OC=[C:30]([CH2:32][CH2:33][CH2:34]I)[N:31]=2)[CH:26]=1.C(=O)([O-])[O-].[Cs+].[Cs+].CS(C)=O.[OH2:50]. No catalyst specified. The product is [F:20][C:21]1[CH:26]=[C:25]([C:27]2[O:50][C:32]([CH2:33][CH2:34][O:17][C:11]3[CH:10]=[C:9]4[C:14]([C:15](=[O:16])[C:6]([C:5]5[CH:18]=[CH:19][C:2]([OH:1])=[CH:3][CH:4]=5)=[CH:7][O:8]4)=[CH:13][CH:12]=3)=[CH:30][N:31]=2)[CH:24]=[C:23]([C:36]([F:38])([F:39])[F:37])[CH:22]=1. The yield is 0.760. (7) The reactants are C([Li])CCC.C(NC(C)C)(C)C.[O:13]=[C:14]1[CH2:19][CH2:18][N:17]([C:20]([O:22][C:23]([CH3:26])([CH3:25])[CH3:24])=[O:21])[CH2:16][CH2:15]1.C1C=CC(N([S:34]([C:37]([F:40])([F:39])[F:38])(=[O:36])=[O:35])[S:34]([C:37]([F:40])([F:39])[F:38])(=[O:36])=[O:35])=CC=1. The catalyst is C1COCC1. The product is [F:38][C:37]([F:40])([F:39])[S:34]([O:13][C:14]1[CH2:19][CH2:18][N:17]([C:20]([O:22][C:23]([CH3:26])([CH3:25])[CH3:24])=[O:21])[CH2:16][CH:15]=1)(=[O:36])=[O:35]. The yield is 0.830. (8) The reactants are [CH:1]1[C:13]2[CH:12]([CH2:14][O:15][C:16]([NH:18][C@H:19]([C:23]([NH:25][C@H:26]([C:34]([NH:36][C:37]3[CH:42]=[CH:41][C:40]([CH2:43][OH:44])=[CH:39][CH:38]=3)=[O:35])[CH2:27][CH2:28][CH2:29][NH:30][C:31](=[O:33])[NH2:32])=[O:24])[CH:20]([CH3:22])[CH3:21])=[O:17])[C:11]3[C:6](=[CH:7][CH:8]=[CH:9][CH:10]=3)[C:5]=2[CH:4]=[CH:3][CH:2]=1.[C:45](=O)([O:56]C1C=CC([N+]([O-])=O)=CC=1)[O:46][C:47]1[CH:52]=[CH:51][C:50]([N+:53]([O-:55])=[O:54])=[CH:49][CH:48]=1.CCN(C(C)C)C(C)C.C(OCC)C. The catalyst is CN(C=O)C. The product is [CH:10]1[C:11]2[CH:12]([CH2:14][O:15][C:16]([NH:18][C@H:19]([C:23]([NH:25][C@H:26]([C:34]([NH:36][C:37]3[CH:38]=[CH:39][C:40]([CH2:43][O:44][C:45]([O:46][C:47]4[CH:48]=[CH:49][C:50]([N+:53]([O-:55])=[O:54])=[CH:51][CH:52]=4)=[O:56])=[CH:41][CH:42]=3)=[O:35])[CH2:27][CH2:28][CH2:29][NH:30][C:31](=[O:33])[NH2:32])=[O:24])[CH:20]([CH3:22])[CH3:21])=[O:17])[C:13]3[C:5](=[CH:4][CH:3]=[CH:2][CH:1]=3)[C:6]=2[CH:7]=[CH:8][CH:9]=1. The yield is 0.890. (9) The reactants are [CH2:1]([C:5]1[C:6](=[N:11][NH:12][C:13]2[CH:14]=NC=[CH:17][CH:18]=2)[C:7]([NH2:10])=[N:8][N:9]=1)[CH2:2][CH:3]=[CH2:4].N[C:20]1[CH:21]=[N:22][CH:23]=[CH:24][CH:25]=1.C(CC(=O)CCC=C)#N. No catalyst specified. The product is [CH2:1]([C:5]1[C:6](=[N:11][NH:12][C:13]2[CH:14]=[C:20]3[C:21](=[CH:17][CH:18]=2)[N:22]=[CH:23][CH:24]=[CH:25]3)[C:7]([NH2:10])=[N:8][N:9]=1)[CH2:2][CH:3]=[CH2:4]. The yield is 0.540.